This data is from Peptide-MHC class II binding affinity with 134,281 pairs from IEDB. The task is: Regression. Given a peptide amino acid sequence and an MHC pseudo amino acid sequence, predict their binding affinity value. This is MHC class II binding data. The peptide sequence is IALVKTLLEQTLALL. The MHC is HLA-DPA10103-DPB10401 with pseudo-sequence HLA-DPA10103-DPB10401. The binding affinity (normalized) is 0.345.